From a dataset of Forward reaction prediction with 1.9M reactions from USPTO patents (1976-2016). Predict the product of the given reaction. (1) Given the reactants C1C[N:4]([P+](ON2N=NC3C=CC=CC2=3)(N2CCCC2)N2CCCC2)[CH2:3][CH2:2]1.F[P-](F)(F)(F)(F)F.C1C=NC2N(O)N=NC=2C=1.[CH3:44][N:45]([CH3:61])[CH:46]1[CH2:50][CH2:49][N:48]([C:51]2[CH:60]=[CH:59][C:54]([C:55]([NH:57][OH:58])=[NH:56])=[CH:53][CH:52]=2)[CH2:47]1.C(OC(NCC(O)=O)=O)(C)(C)C, predict the reaction product. The product is: [NH2:4][CH2:3][C:2]1[O:58][N:57]=[C:55]([C:54]2[CH:59]=[CH:60][C:51]([N:48]3[CH2:49][CH2:50][CH:46]([N:45]([CH3:61])[CH3:44])[CH2:47]3)=[CH:52][CH:53]=2)[N:56]=1. (2) Given the reactants [Cl:1][C:2]1[CH:9]=[CH:8][C:5]([CH:6]=O)=[CH:4][CH:3]=1.[C:10]1([C:19]2[CH:24]=[CH:23][CH:22]=[CH:21][CH:20]=2)[CH:15]=[CH:14][C:13]([C:16](=[O:18])[CH3:17])=[CH:12][CH:11]=1, predict the reaction product. The product is: [C:10]1([C:19]2[CH:20]=[CH:21][CH:22]=[CH:23][CH:24]=2)[CH:11]=[CH:12][C:13]([C:16](=[O:18])[CH:17]=[CH:6][C:5]2[CH:8]=[CH:9][C:2]([Cl:1])=[CH:3][CH:4]=2)=[CH:14][CH:15]=1.